From a dataset of Reaction yield outcomes from USPTO patents with 853,638 reactions. Predict the reaction yield, written as a fraction of the theoretical maximum amount of product (1.0 means a 100% yield; for example, 0.34 means a 34% yield). (1) The reactants are [NH2:1][C:2]1[CH:3]=[N:4][N:5]([CH:25]([F:27])[F:26])[C:6]=1[C:7]1[CH:8]=[C:9]([C@@H:13]([NH:17][C:18](=[O:24])[O:19][C:20]([CH3:23])([CH3:22])[CH3:21])[CH2:14][CH:15]=[CH2:16])[CH:10]=[CH:11][CH:12]=1.[CH3:28][C@H:29]([CH:33]=[CH2:34])[C:30](O)=[O:31].N1C=CC=CC=1.C(P1(=O)OP(CCC)(=O)OP(CCC)(=O)O1)CC. The catalyst is CCOC(C)=O. The product is [F:27][CH:25]([F:26])[N:5]1[C:6]([C:7]2[CH:8]=[C:9]([C@@H:13]([NH:17][C:18](=[O:24])[O:19][C:20]([CH3:23])([CH3:21])[CH3:22])[CH2:14][CH:15]=[CH2:16])[CH:10]=[CH:11][CH:12]=2)=[C:2]([NH:1][C:30](=[O:31])[C@H:29]([CH3:28])[CH:33]=[CH2:34])[CH:3]=[N:4]1. The yield is 0.770. (2) The reactants are [F:1][C:2]([F:11])([F:10])[C:3]1[CH:4]=[C:5]([CH:7]=[CH:8][CH:9]=1)[NH2:6].[F:12][C:13]([F:24])([F:23])[C:14]1[CH:15]=[C:16]([N:20]=[C:21]=[O:22])[CH:17]=[CH:18][CH:19]=1. The catalyst is ClCCl. The product is [F:1][C:2]([F:10])([F:11])[C:3]1[CH:4]=[C:5]([NH:6][C:21]([NH:20][C:16]2[CH:17]=[CH:18][CH:19]=[C:14]([C:13]([F:12])([F:23])[F:24])[CH:15]=2)=[O:22])[CH:7]=[CH:8][CH:9]=1. The yield is 0.925. (3) The reactants are [C:1]([O:5][C:6](=[O:17])[NH:7][CH2:8][C:9]1[C:14]([Br:15])=[CH:13][N:12]=[C:11]([NH2:16])[CH:10]=1)([CH3:4])([CH3:3])[CH3:2].C([O-])(O)=O.[Na+].Cl[CH2:24][CH:25]=O. No catalyst specified. The product is [C:1]([O:5][C:6](=[O:17])[NH:7][CH2:8][C:9]1[C:14]([Br:15])=[CH:13][N:12]2[CH:24]=[CH:25][N:16]=[C:11]2[CH:10]=1)([CH3:4])([CH3:2])[CH3:3]. The yield is 0.790. (4) The reactants are Br[C:2]1[CH:18]=[C:17]([CH3:19])[C:5]2[N:6]=[C:7]([NH:10][C:11]3[CH:16]=[CH:15][CH:14]=[CH:13][CH:12]=3)[N:8]=[N:9][C:4]=2[CH:3]=1.[CH3:20][C:21]1[CH:26]=[CH:25][CH:24]=[C:23]([CH3:27])[C:22]=1B(O)O.C(=O)([O-])[O-].[K+].[K+].C1(P(C2C=CC=CC=2)C2C=CC=CC=2)C=CC=CC=1. The catalyst is CN(C)C(=O)C.C(O)C.O.[Pd].[Pd].C(=CC(C=CC1C=CC=CC=1)=O)C1C=CC=CC=1.C(=CC(C=CC1C=CC=CC=1)=O)C1C=CC=CC=1.C(=CC(C=CC1C=CC=CC=1)=O)C1C=CC=CC=1. The product is [CH3:20][C:21]1[CH:26]=[CH:25][CH:24]=[C:23]([CH3:27])[C:22]=1[C:2]1[CH:18]=[C:17]([CH3:19])[C:5]2[N:6]=[C:7]([NH:10][C:11]3[CH:16]=[CH:15][CH:14]=[CH:13][CH:12]=3)[N:8]=[N:9][C:4]=2[CH:3]=1. The yield is 0.460. (5) The reactants are C(OC([N:11]1[CH2:16][CH2:15][CH2:14][C@@H:13]([C:17](=[O:27])[NH:18][CH2:19][CH2:20][C:21]2[CH:26]=[CH:25][CH:24]=[CH:23][CH:22]=2)[N:12]1[C:28](=[O:53])[C@@H:29]([N:42]1[C:50](=[O:51])[C:49]2[C:44](=[CH:45][CH:46]=[CH:47][CH:48]=2)[C:43]1=[O:52])[CH2:30][CH2:31][C:32]([O:34]CC1C=CC=CC=1)=[O:33])=O)C1C=CC=CC=1. The catalyst is CO.[Pd]. The product is [O:51]=[C:50]1[C:49]2[C:44](=[CH:45][CH:46]=[CH:47][CH:48]=2)[C:43](=[O:52])[N:42]1[C@H:29]([C:28](=[O:53])[N:12]1[C@H:13]([C:17](=[O:27])[NH:18][CH2:19][CH2:20][C:21]2[CH:22]=[CH:23][CH:24]=[CH:25][CH:26]=2)[CH2:14][CH2:15][CH2:16][NH:11]1)[CH2:30][CH2:31][C:32]([OH:34])=[O:33]. The yield is 0.953. (6) The yield is 0.400. The catalyst is CC(O)(C)C.CC(=O)CC. The product is [C:1]([O:5][C:6]([N:8]1[C:16]2[C:11](=[CH:12][C:13]([O:17][CH:29]3[CH2:30][CH2:31][CH:26]([C:25]([F:38])([F:37])[F:24])[CH2:27][CH2:28]3)=[CH:14][CH:15]=2)[CH2:10][CH2:9]1)=[O:7])([CH3:4])([CH3:2])[CH3:3]. The reactants are [C:1]([O:5][C:6]([N:8]1[C:16]2[C:11](=[CH:12][C:13]([OH:17])=[CH:14][CH:15]=2)[CH2:10][CH2:9]1)=[O:7])([CH3:4])([CH3:3])[CH3:2].C(=O)([O-])[O-].[Cs+].[Cs+].[F:24][C:25]([F:38])([F:37])[CH:26]1[CH2:31][CH2:30][CH:29](OS(C)(=O)=O)[CH2:28][CH2:27]1.ClCCl. (7) The reactants are [O:1]1[CH2:4][CH:3]([N:5]2[CH:9]=[C:8]([NH2:10])[N:7]=[CH:6]2)[CH2:2]1.[C:11]([O:14][CH2:15][C:16]1[C:17]([N:31]2[CH2:42][CH2:41][N:40]3[C:33](=[CH:34][C:35]4[CH2:36][C:37]([CH3:44])([CH3:43])[CH2:38][C:39]=43)[C:32]2=[O:45])=[N:18][CH:19]=[CH:20][C:21]=1[C:22]1[CH:27]=[C:26](Br)[C:25](=[O:29])[N:24]([CH3:30])[CH:23]=1)(=[O:13])[CH3:12].CC1(C)C2C(=C(P(C3C=CC=CC=3)C3C=CC=CC=3)C=CC=2)OC2C(P(C3C=CC=CC=3)C3C=CC=CC=3)=CC=CC1=2.C(=O)([O-])[O-].[Cs+].[Cs+]. The catalyst is C1C=CC(/C=C/C(/C=C/C2C=CC=CC=2)=O)=CC=1.C1C=CC(/C=C/C(/C=C/C2C=CC=CC=2)=O)=CC=1.C1C=CC(/C=C/C(/C=C/C2C=CC=CC=2)=O)=CC=1.[Pd].[Pd].O1CCOCC1. The product is [C:11]([O:14][CH2:15][C:16]1[C:17]([N:31]2[CH2:42][CH2:41][N:40]3[C:33](=[CH:34][C:35]4[CH2:36][C:37]([CH3:44])([CH3:43])[CH2:38][C:39]=43)[C:32]2=[O:45])=[N:18][CH:19]=[CH:20][C:21]=1[C:22]1[CH:27]=[C:26]([NH:10][C:8]2[N:7]=[CH:6][N:5]([CH:3]3[CH2:4][O:1][CH2:2]3)[CH:9]=2)[C:25](=[O:29])[N:24]([CH3:30])[CH:23]=1)(=[O:13])[CH3:12]. The yield is 0.470. (8) The reactants are [CH2:1]([O:8][C:9]1[CH:14]=[CH:13][C:12]([NH:15][C:16]2[C:25]3[C:20](=[CH:21][C:22]([F:36])=[C:23]([C:26]4[O:27][C:28]([CH:31]5OCC[O:32]5)=[CH:29][CH:30]=4)[CH:24]=3)[N:19]=[CH:18][N:17]=2)=[CH:11][CH:10]=1)[C:2]1[CH:7]=[CH:6][CH:5]=[CH:4][CH:3]=1.[ClH:37]. The catalyst is C1COCC1. The product is [ClH:37].[CH2:1]([O:8][C:9]1[CH:10]=[CH:11][C:12]([NH:15][C:16]2[C:25]3[C:20](=[CH:21][C:22]([F:36])=[C:23]([C:26]4[O:27][C:28]([CH:31]=[O:32])=[CH:29][CH:30]=4)[CH:24]=3)[N:19]=[CH:18][N:17]=2)=[CH:13][CH:14]=1)[C:2]1[CH:7]=[CH:6][CH:5]=[CH:4][CH:3]=1. The yield is 0.610. (9) The reactants are [CH3:1][O:2][C:3](=[O:21])[C:4]1[CH:9]=[C:8]([CH:10]([OH:12])[CH3:11])[C:7]([C:13]([F:16])([F:15])[F:14])=[CH:6][C:5]=1[NH:17]C(=O)C.O.[C:23]1(C)C=CC(S(O)(=O)=O)=C[CH:24]=1.CCOC(C)=O. The catalyst is CCO. The product is [CH3:1][O:2][C:3](=[O:21])[C:4]1[CH:9]=[C:8]([CH:10]([O:12][CH2:23][CH3:24])[CH3:11])[C:7]([C:13]([F:14])([F:15])[F:16])=[CH:6][C:5]=1[NH2:17]. The yield is 0.570.